The task is: Regression. Given two drug SMILES strings and cell line genomic features, predict the synergy score measuring deviation from expected non-interaction effect.. This data is from NCI-60 drug combinations with 297,098 pairs across 59 cell lines. (1) Drug 1: C1CN1P(=S)(N2CC2)N3CC3. Drug 2: CC1CCC2CC(C(=CC=CC=CC(CC(C(=O)C(C(C(=CC(C(=O)CC(OC(=O)C3CCCCN3C(=O)C(=O)C1(O2)O)C(C)CC4CCC(C(C4)OC)OCCO)C)C)O)OC)C)C)C)OC. Cell line: SK-MEL-28. Synergy scores: CSS=3.45, Synergy_ZIP=-0.621, Synergy_Bliss=1.75, Synergy_Loewe=-5.08, Synergy_HSA=-4.78. (2) Drug 2: CC12CCC3C(C1CCC2OP(=O)(O)O)CCC4=C3C=CC(=C4)OC(=O)N(CCCl)CCCl.[Na+]. Drug 1: C1=CC=C(C=C1)NC(=O)CCCCCCC(=O)NO. Cell line: T-47D. Synergy scores: CSS=1.89, Synergy_ZIP=-1.61, Synergy_Bliss=-2.54, Synergy_Loewe=-10.6, Synergy_HSA=-6.55.